This data is from Full USPTO retrosynthesis dataset with 1.9M reactions from patents (1976-2016). The task is: Predict the reactants needed to synthesize the given product. (1) Given the product [Cl:1][C:2]1[C:3]([NH:23][C:24]2[CH:28]=[C:27]([CH3:29])[NH:26][N:25]=2)=[N:4][C:5]([NH:8][C:9]2[CH:14]=[C:13]([CH3:15])[C:12]([CH:16]3[CH2:17][CH2:18][N:19]([CH:35]4[CH2:36][CH2:37][O:32][CH2:33][CH2:34]4)[CH2:20][CH2:21]3)=[CH:11][C:10]=2[F:22])=[N:6][CH:7]=1, predict the reactants needed to synthesize it. The reactants are: [Cl:1][C:2]1[C:3]([NH:23][C:24]2[CH:28]=[C:27]([CH3:29])[NH:26][N:25]=2)=[N:4][C:5]([NH:8][C:9]2[CH:14]=[C:13]([CH3:15])[C:12]([CH:16]3[CH2:21][CH2:20][NH:19][CH2:18][CH2:17]3)=[CH:11][C:10]=2[F:22])=[N:6][CH:7]=1.CO.[O:32]1[CH2:37][CH2:36][C:35](=O)[CH2:34][CH2:33]1.[BH3-]C#N.[Na+]. (2) Given the product [CH3:15][C:11]1([CH3:16])[CH2:10][CH2:9][C:8]([CH3:17])([CH3:18])[C:7]2[CH:6]=[C:5]([C:3]3[N:33]=[C:32]([N:28]4[CH2:29][CH2:30][CH2:31][CH:25]([NH:24][CH2:23][CH2:22][CH2:21][CH2:20][OH:19])[CH2:26][CH2:27]4)[S:34][CH:2]=3)[CH:14]=[CH:13][C:12]1=2, predict the reactants needed to synthesize it. The reactants are: Br[CH2:2][C:3]([C:5]1[CH:14]=[CH:13][C:12]2[C:11]([CH3:16])([CH3:15])[CH2:10][CH2:9][C:8]([CH3:18])([CH3:17])[C:7]=2[CH:6]=1)=O.[OH:19][CH2:20][CH2:21][CH2:22][CH2:23][NH:24][CH:25]1[CH2:31][CH2:30][CH2:29][N:28]([C:32](=[S:34])[NH2:33])[CH2:27][CH2:26]1. (3) Given the product [CH2:1]([S:8]([NH:11][C:12]([CH:14]1[CH2:19][CH2:18][N:17]([C:20]2[C:30]([C:31]#[N:32])=[CH:29][C:23]([C:24]([O:26][CH2:27][CH3:28])=[O:25])=[C:22]([CH2:33][S:37][CH2:35][CH3:36])[N:21]=2)[CH2:16][CH2:15]1)=[O:13])(=[O:10])=[O:9])[C:2]1[CH:7]=[CH:6][CH:5]=[CH:4][CH:3]=1, predict the reactants needed to synthesize it. The reactants are: [CH2:1]([S:8]([NH:11][C:12]([CH:14]1[CH2:19][CH2:18][N:17]([C:20]2[C:30]([C:31]#[N:32])=[CH:29][C:23]([C:24]([O:26][CH2:27][CH3:28])=[O:25])=[C:22]([CH2:33]Cl)[N:21]=2)[CH2:16][CH2:15]1)=[O:13])(=[O:10])=[O:9])[C:2]1[CH:7]=[CH:6][CH:5]=[CH:4][CH:3]=1.[CH2:35]([SH:37])[CH3:36].CCN(C(C)C)C(C)C.Cl. (4) Given the product [CH:22]1([N:5]2[C:4]3[N:3]=[C:2]([NH:27][C:28]4[CH:36]=[CH:35][C:31]([C:32]([OH:34])=[O:33])=[CH:30][C:29]=4[O:37][CH3:38])[N:11]=[CH:10][C:9]=3[N:8]3[CH:12]=[N:13][C:14]([C:15]([O:17][CH2:18][CH3:19])=[O:16])=[C:7]3[C@H:6]2[CH2:20][CH3:21])[CH2:26][CH2:25][CH2:24][CH2:23]1, predict the reactants needed to synthesize it. The reactants are: Cl[C:2]1[N:11]=[CH:10][C:9]2[N:8]3[CH:12]=[N:13][C:14]([C:15]([O:17][CH2:18][CH3:19])=[O:16])=[C:7]3[C@@H:6]([CH2:20][CH3:21])[N:5]([CH:22]3[CH2:26][CH2:25][CH2:24][CH2:23]3)[C:4]=2[N:3]=1.[NH2:27][C:28]1[CH:36]=[CH:35][C:31]([C:32]([OH:34])=[O:33])=[CH:30][C:29]=1[O:37][CH3:38]. (5) The reactants are: [CH3:1][O:2][C:3](=[O:22])[CH:4]([C:14]1[CH:19]=[CH:18][CH:17]=[CH:16][C:15]=1[O:20][CH3:21])[CH2:5][C:6]1[C:7](Cl)=[N:8][C:9](Cl)=[N:10][CH:11]=1.[NH2:23][C:24]1[CH:29]=[CH:28][CH:27]=[CH:26][CH:25]=1. Given the product [CH3:1][O:2][C:3](=[O:22])[CH:4]([C:14]1[CH:19]=[CH:18][CH:17]=[CH:16][C:15]=1[O:20][CH3:21])[CH2:5][C:6]1[C:7]([NH:23][C:24]2[CH:29]=[CH:28][CH:27]=[CH:26][CH:25]=2)=[N:8][C:9]([NH:23][C:24]2[CH:29]=[CH:28][CH:27]=[CH:26][CH:25]=2)=[N:10][CH:11]=1, predict the reactants needed to synthesize it. (6) Given the product [F:1][C:2]1[CH:7]=[CH:6][C:5]([CH2:8][C:9]2[CH:18]=[C:17]3[C:12]([C:13]([OH:34])=[C:14]([C:29]([NH:36][CH3:35])=[O:31])[C:15](=[O:28])[N:16]3[CH2:19][CH2:20][N:21]3[CH2:26][CH2:25][CH2:24][CH2:23][C:22]3=[O:27])=[N:11][CH:10]=2)=[CH:4][CH:3]=1, predict the reactants needed to synthesize it. The reactants are: [F:1][C:2]1[CH:7]=[CH:6][C:5]([CH2:8][C:9]2[CH:18]=[C:17]3[C:12]([C:13]([OH:34])=[C:14]([C:29]([O:31]CC)=O)[C:15](=[O:28])[N:16]3[CH2:19][CH2:20][N:21]3[CH2:26][CH2:25][CH2:24][CH2:23][C:22]3=[O:27])=[N:11][CH:10]=2)=[CH:4][CH:3]=1.[CH3:35][NH2:36]. (7) The reactants are: COP([CH2:7][C:8](=[O:22])[CH2:9][CH2:10][CH2:11][CH2:12][CH2:13][O:14][CH2:15][C:16]1[CH:21]=[CH:20][CH:19]=[CH:18][CH:17]=1)(=O)OC.[CH3:23][C:24]1[N:29]=[CH:28][C:27]([CH:30]=O)=[CH:26][N:25]=1.[C:32](=O)([O-])[O-].[K+].[K+].C1COCC1. Given the product [CH2:15]([O:14][CH2:13][CH2:12][CH2:11][CH2:10][CH2:9][C:8](=[O:22])[CH2:7][CH:32]=[CH:30][C:27]1[CH:26]=[N:25][C:24]([CH3:23])=[N:29][CH:28]=1)[C:16]1[CH:17]=[CH:18][CH:19]=[CH:20][CH:21]=1, predict the reactants needed to synthesize it.